This data is from Forward reaction prediction with 1.9M reactions from USPTO patents (1976-2016). The task is: Predict the product of the given reaction. (1) Given the reactants [F:1][C:2]1[CH:7]=[C:6]([F:8])[CH:5]=[CH:4][C:3]=1[C:9]1[C:13]([C:14]2[CH:15]=[CH:16][C:17]3[N:18]([C:20]([CH:23]([CH3:25])[CH3:24])=[N:21][N:22]=3)[N:19]=2)=[CH:12][NH:11][N:10]=1.[O:26]1[CH2:31][CH2:30][CH:29](O)[CH2:28][CH2:27]1.C1C=CC(P(C2C=CC=CC=2)C2C=CC=CC=2)=CC=1.N(C(OCC)=O)=NC(OCC)=O, predict the reaction product. The product is: [F:1][C:2]1[CH:7]=[C:6]([F:8])[CH:5]=[CH:4][C:3]=1[C:9]1[C:13]([C:14]2[CH:15]=[CH:16][C:17]3[N:18]([C:20]([CH:23]([CH3:25])[CH3:24])=[N:21][N:22]=3)[N:19]=2)=[CH:12][N:11]([CH:29]2[CH2:30][CH2:31][O:26][CH2:27][CH2:28]2)[N:10]=1. (2) Given the reactants [N+:1]([C:4]1[CH:9]=[CH:8][C:7]([O:10][C:11](=[O:26])[CH2:12][CH2:13][C:14]([O:16][C:17]2[CH:22]=[CH:21][C:20]([N+:23]([O-])=O)=[CH:19][CH:18]=2)=[O:15])=[CH:6][CH:5]=1)([O-])=O, predict the reaction product. The product is: [NH2:23][C:20]1[CH:21]=[CH:22][C:17]([O:16][C:14](=[O:15])[CH2:13][CH2:12][C:11]([O:10][C:7]2[CH:6]=[CH:5][C:4]([NH2:1])=[CH:9][CH:8]=2)=[O:26])=[CH:18][CH:19]=1. (3) Given the reactants Br[C:2]1[N:7]=[CH:6][C:5]([CH2:8][N:9]2[C:18]3[CH:17]=[CH:16][CH:15]=[CH:14][C:13]=3[C:12]3=[N:19][N:20]([C:23]4[CH:28]=[CH:27][CH:26]=[CH:25][C:24]=4[CH3:29])[C:21](=[O:22])[C:11]3=[N:10]2)=[CH:4][CH:3]=1.[NH:30]1[CH2:35][CH2:34][O:33][CH2:32][CH2:31]1.C(=O)([O-])[O-].[K+].[K+].O, predict the reaction product. The product is: [CH3:29][C:24]1[CH:25]=[CH:26][CH:27]=[CH:28][C:23]=1[N:20]1[C:21](=[O:22])[C:11]2=[N:10][N:9]([CH2:8][C:5]3[CH:6]=[N:7][C:2]([N:30]4[CH2:35][CH2:34][O:33][CH2:32][CH2:31]4)=[CH:3][CH:4]=3)[C:18]3[CH:17]=[CH:16][CH:15]=[CH:14][C:13]=3[C:12]2=[N:19]1. (4) Given the reactants [NH2:1][C:2]1[C:10]([F:11])=[CH:9][C:8]([F:12])=[CH:7][C:3]=1[C:4]([OH:6])=[O:5].Cl[C:14](Cl)([O:16]C(=O)OC(Cl)(Cl)Cl)Cl, predict the reaction product. The product is: [F:12][C:8]1[CH:9]=[C:10]([F:11])[C:2]2[NH:1][C:14](=[O:16])[O:5][C:4](=[O:6])[C:3]=2[CH:7]=1. (5) Given the reactants [Br:1][C:2]1[CH:3]=[CH:4][C:5]([C:8]#[N:9])=[N:6][CH:7]=1.B(F)(F)F.[CH3:14][CH2:15]OCC.C([Mg]Br)C.[Cl-].[NH4+], predict the reaction product. The product is: [Br:1][C:2]1[CH:3]=[CH:4][C:5]([C:8]2([NH2:9])[CH2:15][CH2:14]2)=[N:6][CH:7]=1.